Dataset: Full USPTO retrosynthesis dataset with 1.9M reactions from patents (1976-2016). Task: Predict the reactants needed to synthesize the given product. (1) Given the product [Br:1][C:2]1[C:11]2[C:6](=[CH:7][CH:8]=[CH:9][CH:10]=2)[C:5]([N:12]2[CH2:18][CH2:17][O:16][CH2:15][CH2:14]2)=[CH:4][CH:3]=1, predict the reactants needed to synthesize it. The reactants are: [Br:1][C:2]1[C:11]2[C:6](=[CH:7][CH:8]=[CH:9][CH:10]=2)[C:5]([NH2:12])=[CH:4][CH:3]=1.Br[CH2:14][CH2:15][O:16][CH2:17][CH2:18]Br.C(=O)([O-])[O-].[K+].[K+]. (2) Given the product [CH2:15]([C:12]1[C:9]2[CH:10]=[N:11][C:6]([C:4]([NH:18][CH2:19][C:20]([OH:22])=[O:21])=[O:5])=[C:7]([OH:17])[C:8]=2[O:14][N:13]=1)[CH3:16], predict the reactants needed to synthesize it. The reactants are: C(O[C:4]([C:6]1[N:11]=[CH:10][C:9]2[C:12]([CH2:15][CH3:16])=[N:13][O:14][C:8]=2[C:7]=1[OH:17])=[O:5])C.[NH2:18][CH2:19][C:20]([OH:22])=[O:21].[O-]CC.[Na+].Cl. (3) Given the product [Cl:50][C:47]1[CH:46]=[CH:45][C:44]([C@@H:10]2[CH2:9][NH:8][CH2:12][C@H:11]2[C:13]([N:15]2[C@H:16]([C:35]([N:37]3[CH2:38][CH2:39][N:40]([CH3:43])[CH2:41][CH2:42]3)=[O:36])[CH2:17][C@H:18]([N:20]([C@H:28]3[CH2:33][CH2:32][C@@H:31]([CH3:34])[CH2:30][CH2:29]3)[C:21]([C@@H:23]3[CH2:27][CH2:26][CH2:25][O:24]3)=[O:22])[CH2:19]2)=[O:14])=[CH:49][CH:48]=1, predict the reactants needed to synthesize it. The reactants are: C([N:8]1[CH2:12][C@@H:11]([C:13]([N:15]2[CH2:19][C@@H:18]([N:20]([C@H:28]3[CH2:33][CH2:32][C@@H:31]([CH3:34])[CH2:30][CH2:29]3)[C:21]([C@@H:23]3[CH2:27][CH2:26][CH2:25][O:24]3)=[O:22])[CH2:17][C@H:16]2[C:35]([N:37]2[CH2:42][CH2:41][N:40]([CH3:43])[CH2:39][CH2:38]2)=[O:36])=[O:14])[C@H:10]([C:44]2[CH:49]=[CH:48][C:47]([Cl:50])=[CH:46][CH:45]=2)[CH2:9]1)(OC(C)(C)C)=O.Cl. (4) Given the product [CH3:35][N:33]1[CH2:32][CH2:31][N:30]([C:37](=[O:38])[CH2:36][OH:39])[C@@H:29]([CH2:28][O:27][C:25]2[CH:24]=[CH:23][CH:22]=[C:21]3[C:26]=2[C:17]([NH:16][C:4]2[CH:5]=[CH:6][C:7]([O:8][C:9]4[CH:10]=[N:11][C:12]([CH3:15])=[CH:13][CH:14]=4)=[C:2]([CH3:1])[CH:3]=2)=[N:18][CH:19]=[N:20]3)[CH2:34]1, predict the reactants needed to synthesize it. The reactants are: [CH3:1][C:2]1[CH:3]=[C:4]([NH:16][C:17]2[C:26]3[C:21](=[CH:22][CH:23]=[CH:24][C:25]=3[O:27][CH2:28][C@H:29]3[CH2:34][N:33]([CH3:35])[CH2:32][CH2:31][NH:30]3)[N:20]=[CH:19][N:18]=2)[CH:5]=[CH:6][C:7]=1[O:8][C:9]1[CH:10]=[N:11][C:12]([CH3:15])=[CH:13][CH:14]=1.[C:36](O)(=[O:39])[CH2:37][OH:38].C(N(C(C)C)CC)(C)C.CN(C(ON1N=NC2C=CC=NC1=2)=[N+](C)C)C.F[P-](F)(F)(F)(F)F. (5) Given the product [C:30]([O:34][C:35]([C:37]1[CH:42]=[CH:41][C:40]([C:4]2[CH:3]=[C:2]([Cl:1])[C:7]([CH2:8][C@@H:9]3[CH2:13][CH2:12][N:11]([N:14]4[CH2:19][CH2:18][O:17][CH2:16][CH2:15]4)[C:10]3=[O:20])=[C:6]([Cl:21])[CH:5]=2)=[CH:39][CH:38]=1)=[O:36])([CH3:33])([CH3:31])[CH3:32], predict the reactants needed to synthesize it. The reactants are: [Cl:1][C:2]1[CH:3]=[C:4](OS(C(F)(F)F)(=O)=O)[CH:5]=[C:6]([Cl:21])[C:7]=1[CH2:8][C@@H:9]1[CH2:13][CH2:12][N:11]([N:14]2[CH2:19][CH2:18][O:17][CH2:16][CH2:15]2)[C:10]1=[O:20].[C:30]([O:34][C:35]([C:37]1[CH:42]=[CH:41][C:40](B(O)O)=[CH:39][CH:38]=1)=[O:36])([CH3:33])([CH3:32])[CH3:31].C(=O)([O-])[O-].[Na+].[Na+]. (6) The reactants are: [Br:1][C:2]1[C:3]([CH3:13])=[CH:4][C:5]([O:9][CH:10]([CH3:12])[CH3:11])=[C:6]([NH2:8])[CH:7]=1.Cl[C:15]1[N:20]=[C:19]([NH:21][C:22]2[CH:27]=[CH:26][CH:25]=[CH:24][C:23]=2[S:28]([CH:31]([CH3:33])[CH3:32])(=[O:30])=[O:29])[C:18]([CH3:34])=[CH:17][N:16]=1.CS(O)(=O)=O. Given the product [Br:1][C:2]1[C:3]([CH3:13])=[CH:4][C:5]([O:9][CH:10]([CH3:11])[CH3:12])=[C:6]([NH:8][C:15]2[N:20]=[C:19]([NH:21][C:22]3[CH:27]=[CH:26][CH:25]=[CH:24][C:23]=3[S:28]([CH:31]([CH3:32])[CH3:33])(=[O:30])=[O:29])[C:18]([CH3:34])=[CH:17][N:16]=2)[CH:7]=1, predict the reactants needed to synthesize it.